From a dataset of Full USPTO retrosynthesis dataset with 1.9M reactions from patents (1976-2016). Predict the reactants needed to synthesize the given product. Given the product [CH3:1][C:2]1[N:3]=[C:4]([C:7]2[C:8]3[CH2:19][CH2:18][C:14]4([CH2:15][O:16][CH2:17]4)[CH2:13][C:9]=3[S:10][C:11]=2[NH:12][C:28]([C:20]2[CH2:24][CH2:23][CH2:22][C:21]=2[C:25]([OH:27])=[O:26])=[O:29])[S:5][CH:6]=1, predict the reactants needed to synthesize it. The reactants are: [CH3:1][C:2]1[N:3]=[C:4]([C:7]2[C:8]3[CH2:19][CH2:18][C:14]4([CH2:17][O:16][CH2:15]4)[CH2:13][C:9]=3[S:10][C:11]=2[NH2:12])[S:5][CH:6]=1.[C:20]12[C:28](=[O:29])[O:27][C:25](=[O:26])[C:21]=1[CH2:22][CH2:23][CH2:24]2.